This data is from NCI-60 drug combinations with 297,098 pairs across 59 cell lines. The task is: Regression. Given two drug SMILES strings and cell line genomic features, predict the synergy score measuring deviation from expected non-interaction effect. (1) Drug 1: CS(=O)(=O)C1=CC(=C(C=C1)C(=O)NC2=CC(=C(C=C2)Cl)C3=CC=CC=N3)Cl. Drug 2: CC(C1=C(C=CC(=C1Cl)F)Cl)OC2=C(N=CC(=C2)C3=CN(N=C3)C4CCNCC4)N. Cell line: ACHN. Synergy scores: CSS=10.6, Synergy_ZIP=-1.11, Synergy_Bliss=-0.0764, Synergy_Loewe=-9.20, Synergy_HSA=-2.70. (2) Cell line: IGROV1. Drug 1: CN(C)N=NC1=C(NC=N1)C(=O)N. Drug 2: CCC1(CC2CC(C3=C(CCN(C2)C1)C4=CC=CC=C4N3)(C5=C(C=C6C(=C5)C78CCN9C7C(C=CC9)(C(C(C8N6C=O)(C(=O)OC)O)OC(=O)C)CC)OC)C(=O)OC)O.OS(=O)(=O)O. Synergy scores: CSS=7.90, Synergy_ZIP=-5.64, Synergy_Bliss=-3.12, Synergy_Loewe=-10.1, Synergy_HSA=-3.27. (3) Drug 1: C1CCC(CC1)NC(=O)N(CCCl)N=O. Drug 2: CN(C)C1=NC(=NC(=N1)N(C)C)N(C)C. Cell line: PC-3. Synergy scores: CSS=15.9, Synergy_ZIP=-1.72, Synergy_Bliss=3.92, Synergy_Loewe=-3.89, Synergy_HSA=2.43. (4) Drug 1: CCN(CC)CCNC(=O)C1=C(NC(=C1C)C=C2C3=C(C=CC(=C3)F)NC2=O)C. Drug 2: CC12CCC3C(C1CCC2O)C(CC4=C3C=CC(=C4)O)CCCCCCCCCS(=O)CCCC(C(F)(F)F)(F)F. Cell line: RPMI-8226. Synergy scores: CSS=1.03, Synergy_ZIP=-4.83, Synergy_Bliss=-3.60, Synergy_Loewe=-3.28, Synergy_HSA=-3.35. (5) Drug 1: CS(=O)(=O)CCNCC1=CC=C(O1)C2=CC3=C(C=C2)N=CN=C3NC4=CC(=C(C=C4)OCC5=CC(=CC=C5)F)Cl. Drug 2: CCCCC(=O)OCC(=O)C1(CC(C2=C(C1)C(=C3C(=C2O)C(=O)C4=C(C3=O)C=CC=C4OC)O)OC5CC(C(C(O5)C)O)NC(=O)C(F)(F)F)O. Cell line: SR. Synergy scores: CSS=64.5, Synergy_ZIP=17.3, Synergy_Bliss=16.6, Synergy_Loewe=2.52, Synergy_HSA=14.1.